From a dataset of Forward reaction prediction with 1.9M reactions from USPTO patents (1976-2016). Predict the product of the given reaction. (1) Given the reactants [CH3:1][O:2][C:3]([C:5]1[NH:6][N:7]=[C:8]([N+:10]([O-:12])=[O:11])[CH:9]=1)=[O:4].C(=O)([O-])[O-].[Cs+].[Cs+].Br[CH2:20][C:21]([O:23][C:24]([CH3:27])([CH3:26])[CH3:25])=[O:22], predict the reaction product. The product is: [CH3:1][O:2][C:3]([C:5]1[N:6]([CH2:20][C:21]([O:23][C:24]([CH3:27])([CH3:26])[CH3:25])=[O:22])[N:7]=[C:8]([N+:10]([O-:12])=[O:11])[CH:9]=1)=[O:4]. (2) The product is: [NH2:23][C:19]1[CH:18]=[C:17]([CH:22]=[CH:21][CH:20]=1)[CH2:16][N:14]1[C:13](=[O:26])[CH:12]=[CH:11][C:10]([C:5]2[CH:6]=[C:7]([F:9])[CH:8]=[C:3]([F:2])[CH:4]=2)=[N:15]1. Given the reactants O.[F:2][C:3]1[CH:4]=[C:5]([C:10]2[CH:11]=[CH:12][C:13](=[O:26])[N:14]([CH2:16][C:17]3[CH:22]=[CH:21][CH:20]=[C:19]([N+:23]([O-])=O)[CH:18]=3)[N:15]=2)[CH:6]=[C:7]([F:9])[CH:8]=1, predict the reaction product.